This data is from Peptide-MHC class II binding affinity with 134,281 pairs from IEDB. The task is: Regression. Given a peptide amino acid sequence and an MHC pseudo amino acid sequence, predict their binding affinity value. This is MHC class II binding data. (1) The peptide sequence is AVVCGRRHGVRIRVR. The MHC is HLA-DQA10501-DQB10301 with pseudo-sequence HLA-DQA10501-DQB10301. The binding affinity (normalized) is 0.441. (2) The peptide sequence is ALFYKLDVVPID. The MHC is DRB3_0202 with pseudo-sequence DRB3_0202. The binding affinity (normalized) is 0.476. (3) The MHC is DRB1_0401 with pseudo-sequence DRB1_0401. The binding affinity (normalized) is 0.288. The peptide sequence is TKIQYVIRAQLHVGA. (4) The peptide sequence is AYAQRVYQANRAAGS. The MHC is DRB1_1602 with pseudo-sequence DRB1_1602. The binding affinity (normalized) is 0.473.